From a dataset of NCI-60 drug combinations with 297,098 pairs across 59 cell lines. Regression. Given two drug SMILES strings and cell line genomic features, predict the synergy score measuring deviation from expected non-interaction effect. Drug 1: C1=CC(=CC=C1CCCC(=O)O)N(CCCl)CCCl. Drug 2: CC1CCC2CC(C(=CC=CC=CC(CC(C(=O)C(C(C(=CC(C(=O)CC(OC(=O)C3CCCCN3C(=O)C(=O)C1(O2)O)C(C)CC4CCC(C(C4)OC)OCCO)C)C)O)OC)C)C)C)OC. Cell line: SK-MEL-28. Synergy scores: CSS=26.2, Synergy_ZIP=-4.23, Synergy_Bliss=-0.535, Synergy_Loewe=3.24, Synergy_HSA=4.03.